Dataset: Full USPTO retrosynthesis dataset with 1.9M reactions from patents (1976-2016). Task: Predict the reactants needed to synthesize the given product. (1) Given the product [CH3:1][CH:2]1[CH2:7][CH:6]([C:8]([O:10][CH3:11])=[O:9])[CH2:5][CH2:4][N:3]1[C:12]([O:14][C:15]([CH3:18])([CH3:17])[CH3:16])=[O:13], predict the reactants needed to synthesize it. The reactants are: [CH3:1][C:2]1[CH:7]=[C:6]([C:8]([O:10][CH3:11])=[O:9])[CH:5]=[CH:4][N:3]=1.[C:12](O[C:12]([O:14][C:15]([CH3:18])([CH3:17])[CH3:16])=[O:13])([O:14][C:15]([CH3:18])([CH3:17])[CH3:16])=[O:13]. (2) Given the product [NH2:1][C:2]1[C:3]2[N:10]([C:11]3[CH:16]=[CH:15][C:14]([NH:17][C:40]([NH:39][C:33]4[CH:38]=[CH:37][CH:36]=[CH:35][CH:34]=4)=[O:41])=[C:13]([O:18][CH3:19])[CH:12]=3)[N:9]=[C:8]([CH:20]3[CH2:25][CH2:24][NH:23][CH2:22][CH2:21]3)[C:4]=2[N:5]=[CH:6][N:7]=1, predict the reactants needed to synthesize it. The reactants are: [NH2:1][C:2]1[C:3]2[N:10]([C:11]3[CH:16]=[CH:15][C:14]([NH2:17])=[C:13]([O:18][CH3:19])[CH:12]=3)[N:9]=[C:8]([CH:20]3[CH2:25][CH2:24][N:23](C(OC(C)(C)C)=O)[CH2:22][CH2:21]3)[C:4]=2[N:5]=[CH:6][N:7]=1.[C:33]1([N:39]=[C:40]=[O:41])[CH:38]=[CH:37][CH:36]=[CH:35][CH:34]=1.NC1C2N(C3C=CC(NC(C4N(C)C5C(C=4)=CC=CC=5)=O)=C(OC)C=3)N=C(C3CCNCC3)C=2N=CN=1.CO[C@@H]1[C@@H](C(OC)=O)[C@@H]2[C@@H](CN3[C@H](C2)C2NC4C=C(OC)C=CC=4C=2CC3)C[C@H]1OC(C1C=C(OC)C(OC)=C(OC)C=1)=O. (3) Given the product [F:15][C:13]1[CH:14]=[C:6]([O:5][C:4]2[CH:25]=[CH:26][CH:27]=[C:2]([NH:1][S:31]([CH:28]([CH3:30])[CH3:29])(=[O:33])=[O:32])[CH:3]=2)[C:7]([C:8]([NH2:10])=[O:9])=[C:11]([NH:16][C:17]2[CH:22]=[CH:21][C:20]([I:23])=[CH:19][C:18]=2[F:24])[CH:12]=1, predict the reactants needed to synthesize it. The reactants are: [NH2:1][C:2]1[CH:3]=[C:4]([CH:25]=[CH:26][CH:27]=1)[O:5][C:6]1[CH:14]=[C:13]([F:15])[CH:12]=[C:11]([NH:16][C:17]2[CH:22]=[CH:21][C:20]([I:23])=[CH:19][C:18]=2[F:24])[C:7]=1[C:8]([NH2:10])=[O:9].[CH:28]([S:31](Cl)(=[O:33])=[O:32])([CH3:30])[CH3:29].S(Cl)(Cl)(=O)=O. (4) Given the product [CH2:1]([O:8][C:9]1[C:10]([C:27]([O:29][CH2:30][CH3:31])=[O:28])=[C:11]([Br:37])[N:12]2[CH2:17][CH2:16][N:15]([CH2:18][C:19]3[CH:20]=[CH:21][C:22]([F:25])=[CH:23][CH:24]=3)[C:14](=[O:26])[C:13]=12)[C:2]1[CH:7]=[CH:6][CH:5]=[CH:4][CH:3]=1, predict the reactants needed to synthesize it. The reactants are: [CH2:1]([O:8][C:9]1[C:10]([C:27]([O:29][CH2:30][CH3:31])=[O:28])=[CH:11][N:12]2[CH2:17][CH2:16][N:15]([CH2:18][C:19]3[CH:24]=[CH:23][C:22]([F:25])=[CH:21][CH:20]=3)[C:14](=[O:26])[C:13]=12)[C:2]1[CH:7]=[CH:6][CH:5]=[CH:4][CH:3]=1.C(=O)(O)[O-].[Na+].[Br:37]Br. (5) Given the product [CH2:18]([O:20][C:21](=[O:25])[CH:22]([C:13]1[CH:12]=[N:11][C:10]([N+:7]([O-:9])=[O:8])=[C:15]([O:16][CH3:17])[CH:14]=1)[CH3:23])[CH3:19], predict the reactants needed to synthesize it. The reactants are: CC(C)([O-])C.[K+].[N+:7]([C:10]1[C:15]([O:16][CH3:17])=[CH:14][CH:13]=[CH:12][N:11]=1)([O-:9])=[O:8].[CH2:18]([O:20][C:21](=[O:25])[CH:22](Cl)[CH3:23])[CH3:19].Cl. (6) Given the product [Cl:1][C:2]1[C:3]2[C:10]([C:11]3[CH:12]=[N:13][N:14]([CH3:16])[CH:15]=3)=[CH:9][NH:8][C:4]=2[N:5]=[CH:6][N:7]=1, predict the reactants needed to synthesize it. The reactants are: [Cl:1][C:2]1[C:3]2[C:10]([C:11]3[CH:12]=[N:13][N:14]([CH3:16])[CH:15]=3)=[CH:9][N:8](COCC[Si](C)(C)C)[C:4]=2[N:5]=[CH:6][N:7]=1.CC1NC2N=CN=C(N3CCOCC3)C=2C=1C1C=C(C=CC=1)C#N. (7) Given the product [F:1][C:2]1[CH:3]=[CH:4][C:5]([C:8]2[N:9]=[C:10]3[CH:15]=[C:14]([CH:16]4[O:17][CH2:33][N:27]([CH3:29])[CH2:28]4)[CH:13]=[CH:12][N:11]3[C:18]=2[C:19]2[CH:24]=[CH:23][N:22]=[C:21]([S:25][CH3:26])[N:20]=2)=[CH:6][CH:7]=1, predict the reactants needed to synthesize it. The reactants are: [F:1][C:2]1[CH:7]=[CH:6][C:5]([C:8]2[N:9]=[C:10]3[CH:15]=[C:14]([CH:16]=[O:17])[CH:13]=[CH:12][N:11]3[C:18]=2[C:19]2[CH:24]=[CH:23][N:22]=[C:21]([S:25][CH3:26])[N:20]=2)=[CH:4][CH:3]=1.[NH:27]([CH2:29]C(O)=O)[CH3:28].[CH2:33]=O. (8) Given the product [N+:8]([C:5]1[CH:6]=[CH:7][C:2]([CH:12]([C:13]([O:15][CH2:16][CH3:17])=[O:14])[C:11]([O:19][CH2:20][CH3:21])=[O:18])=[N:3][CH:4]=1)([O-:10])=[O:9], predict the reactants needed to synthesize it. The reactants are: Cl[C:2]1[CH:7]=[CH:6][C:5]([N+:8]([O-:10])=[O:9])=[CH:4][N:3]=1.[C:11]([O:19][CH2:20][CH3:21])(=[O:18])[CH2:12][C:13]([O:15][CH2:16][CH3:17])=[O:14].C(=O)([O-])[O-].[K+].[K+].